This data is from Forward reaction prediction with 1.9M reactions from USPTO patents (1976-2016). The task is: Predict the product of the given reaction. (1) Given the reactants [F:1][C:2]1[C:3]([C:33]2[CH:34]=[N:35][N:36]([CH3:38])[CH:37]=2)=[N:4][C:5]([NH:23][CH2:24][CH2:25][C:26]2[CH:31]=[CH:30][CH:29]=[C:28]([F:32])[CH:27]=2)=[C:6]([CH:22]=1)[C:7]([NH:9][CH2:10][C@H:11]1[CH2:14][CH2:13][N:12]1[C:15](OC(C)(C)C)=[O:16])=[O:8].FC(F)(F)[C:41](O)=[O:42].C(O)(=O)CO.CN(C(ON1N=NC2C=CC=CC1=2)=[N+](C)C)C.F[P-](F)(F)(F)(F)F.C1C=CC2N(O)N=NC=2C=1.CCN(C(C)C)C(C)C, predict the reaction product. The product is: [F:1][C:2]1[C:3]([C:33]2[CH:34]=[N:35][N:36]([CH3:38])[CH:37]=2)=[N:4][C:5]([NH:23][CH2:24][CH2:25][C:26]2[CH:31]=[CH:30][CH:29]=[C:28]([F:32])[CH:27]=2)=[C:6]([CH:22]=1)[C:7]([NH:9][CH2:10][C@H:11]1[CH2:14][CH2:13][N:12]1[C:15](=[O:16])[CH2:41][OH:42])=[O:8]. (2) Given the reactants [N:1]1([C:7]2[O:8][C:9]3[C:17]([OH:18])=[CH:16][CH:15]=[CH:14][C:10]=3[C:11](=[O:13])[CH:12]=2)[CH2:6][CH2:5][O:4][CH2:3][CH2:2]1.[F:19][C:20]1[CH:25]=[CH:24][C:23](B(O)O)=[C:22]([CH3:29])[CH:21]=1.C(N(CC)CC)C, predict the reaction product. The product is: [N:1]1([C:7]2[O:8][C:9]3[C:17]([O:18][C:23]4[CH:24]=[CH:25][C:20]([F:19])=[CH:21][C:22]=4[CH3:29])=[CH:16][CH:15]=[CH:14][C:10]=3[C:11](=[O:13])[CH:12]=2)[CH2:2][CH2:3][O:4][CH2:5][CH2:6]1. (3) Given the reactants [CH2:1]([O:8][CH2:9][C@@H:10]([C:14]1[CH:19]=[CH:18][CH:17]=[CH:16][CH:15]=1)[C:11]([OH:13])=O)[C:2]1[CH:7]=[CH:6][CH:5]=[CH:4][CH:3]=1.[CH2:20]([NH2:24])[CH2:21][CH:22]=[CH2:23].CCN=C=NCCCN(C)C, predict the reaction product. The product is: [CH2:1]([O:8][CH2:9][C@@H:10]([C:14]1[CH:19]=[CH:18][CH:17]=[CH:16][CH:15]=1)[C:11]([NH:24][CH2:20][CH2:21][CH:22]=[CH2:23])=[O:13])[C:2]1[CH:3]=[CH:4][CH:5]=[CH:6][CH:7]=1. (4) Given the reactants [F:1][C:2]([F:14])([F:13])[O:3][C:4]1[CH:9]=[CH:8][C:7]([CH2:10][C:11]#[N:12])=[CH:6][CH:5]=1.N.[H][H], predict the reaction product. The product is: [F:1][C:2]([F:13])([F:14])[O:3][C:4]1[CH:5]=[CH:6][C:7]([CH2:10][CH2:11][NH2:12])=[CH:8][CH:9]=1. (5) Given the reactants [O:1]1[C:9]2[C:4](=[N:5][CH:6]=[CH:7][CH:8]=2)[N:3]=[C:2]1[C:10]1([NH2:13])[CH2:12][CH2:11]1.[ClH:14], predict the reaction product. The product is: [ClH:14].[ClH:14].[O:1]1[C:9]2[C:4](=[N:5][CH:6]=[CH:7][CH:8]=2)[N:3]=[C:2]1[C:10]1([NH2:13])[CH2:11][CH2:12]1.